Predict the product of the given reaction. From a dataset of Forward reaction prediction with 1.9M reactions from USPTO patents (1976-2016). Given the reactants [ClH:1].[F:2][C:3]1[C:10]([O:11][C:12]2[CH:17]=[CH:16][CH:15]=[CH:14][CH:13]=2)=[C:9]([F:18])[CH:8]=[CH:7][C:4]=1[CH2:5][NH2:6].Cl.F[C:21]1[CH:26]=[CH:25][N:24]=[CH:23][CH:22]=1.C(N(CC)C(C)C)(C)C.O, predict the reaction product. The product is: [ClH:1].[F:2][C:3]1[C:10]([O:11][C:12]2[CH:17]=[CH:16][CH:15]=[CH:14][CH:13]=2)=[C:9]([F:18])[CH:8]=[CH:7][C:4]=1[CH2:5][NH:6][C:21]1[CH:26]=[CH:25][N:24]=[CH:23][CH:22]=1.